This data is from Peptide-MHC class II binding affinity with 134,281 pairs from IEDB. The task is: Regression. Given a peptide amino acid sequence and an MHC pseudo amino acid sequence, predict their binding affinity value. This is MHC class II binding data. (1) The peptide sequence is NNEVLRLADELRQEQGN. The MHC is DRB1_0301 with pseudo-sequence DRB1_0301. The binding affinity (normalized) is 0.217. (2) The peptide sequence is NAGFKAAVAAAAVVP. The MHC is DRB1_0901 with pseudo-sequence DRB1_0901. The binding affinity (normalized) is 0.775. (3) The peptide sequence is AMRDMAGRFEVHAQT. The MHC is DRB1_0404 with pseudo-sequence DRB1_0404. The binding affinity (normalized) is 0.176. (4) The peptide sequence is ATSPTAEGGKATTEE. The binding affinity (normalized) is 0. The MHC is DRB4_0101 with pseudo-sequence DRB4_0103. (5) The peptide sequence is NFKADRVIDPRRCLK. The MHC is DRB1_0405 with pseudo-sequence DRB1_0405. The binding affinity (normalized) is 0.231. (6) The peptide sequence is IIELFTAKGFTVQEM. The MHC is DRB1_1302 with pseudo-sequence DRB1_1302. The binding affinity (normalized) is 0.617. (7) The peptide sequence is PSVFINPISHTSYCY. The MHC is H-2-IAb with pseudo-sequence H-2-IAb. The binding affinity (normalized) is 0.598. (8) The binding affinity (normalized) is 0.243. The peptide sequence is QTYYLSMEYLQGRAL. The MHC is HLA-DPA10103-DPB10401 with pseudo-sequence HLA-DPA10103-DPB10401.